This data is from Reaction yield outcomes from USPTO patents with 853,638 reactions. The task is: Predict the reaction yield, written as a fraction of the theoretical maximum amount of product (1.0 means a 100% yield; for example, 0.34 means a 34% yield). The reactants are [CH3:1][O:2][C:3]1[C:12]2[N:11]=[C:10]([NH2:13])[N:9]3[CH2:14][CH2:15][N:16]=[C:8]3[C:7]=2[CH:6]=[CH:5][C:4]=1[O:17][CH2:18][C@H:19]1[CH2:21][O:20]1.[CH3:22][C@H:23]1[O:28][C@@H:27]([CH3:29])[CH2:26][NH:25][CH2:24]1. The catalyst is CN(C=O)C. The product is [CH3:29][C@H:27]1[O:28][C@@H:23]([CH3:22])[CH2:24][N:25]([CH2:21][C@@H:19]([OH:20])[CH2:18][O:17][C:4]2[CH:5]=[CH:6][C:7]3[C:8]4[N:9]([CH2:14][CH2:15][N:16]=4)[C:10]([NH2:13])=[N:11][C:12]=3[C:3]=2[O:2][CH3:1])[CH2:26]1. The yield is 0.960.